Dataset: Forward reaction prediction with 1.9M reactions from USPTO patents (1976-2016). Task: Predict the product of the given reaction. Given the reactants C([O:3][C:4]([C:6]1([CH2:22][CH2:23]OC)[CH2:11][CH2:10][N:9]([S:12]([C:15]2[CH:20]=[CH:19][CH:18]=[CH:17][C:16]=2[Cl:21])(=[O:14])=[O:13])[CH2:8][CH2:7]1)=O)C.[Cl-].C[Al+]C.[Cl:30][C:31]1[CH:32]=[C:33]([CH2:37][CH2:38][NH2:39])[CH:34]=[CH:35][CH:36]=1, predict the reaction product. The product is: [Cl:21][C:16]1[CH:17]=[CH:18][CH:19]=[CH:20][C:15]=1[S:12]([N:9]1[CH2:8][CH2:7][C:6]2([C:4](=[O:3])[N:39]([CH2:38][CH2:37][C:33]3[CH:34]=[CH:35][CH:36]=[C:31]([Cl:30])[CH:32]=3)[CH2:23][CH2:22]2)[CH2:11][CH2:10]1)(=[O:13])=[O:14].